From a dataset of Drug-target binding data from BindingDB using IC50 measurements. Regression. Given a target protein amino acid sequence and a drug SMILES string, predict the binding affinity score between them. We predict pIC50 (pIC50 = -log10(IC50 in M); higher means more potent). Dataset: bindingdb_ic50. (1) The compound is C[C@@H](Nc1ccc(-c2noc(C(F)(F)F)n2)nn1)c1ccncc1. The target protein sequence is SQSHPDGLSGRDQPVELLNPARVNHMPSTVDVATALPLQVAPSAVPMDLRLDHQFSLPVAEPALREQQLQQELLALKQKQQIQRQILIAEFQRQHEQLSRQHEAQLHEHIKQQQEMLAMKHQQELLEHQRKLERHRQEQELEKQHREQKLQQLKNKEKGKESAVASTEVKMKLQEFVLNKKKALAHRNLNHCISSDPRYWYGKTQHSSLDQSSPPQSGVSTSYNHPVLGMYDAKDDFPLRKTASEPNLKLRSRLKQKVAERRSSPLLRRKDGPVVTALKKRPLDVTDSACSSAPGSGPSSPNNSSGSVSAENGIAPAVPSIPAETSLAHRLVAREGSAAPLPLYTSPSLPNITLGLPATGPSAGTAGQQDAERLTLPALQQRLSLFPGTHLTPYLSTSPLERDGGAAHSPLLQHMVLLEQPPAQAPLVTGLGALPLHAQSLVGADRVSPSIHKLRQHRPLGRTQSAPLPQNAQALQHLVIQQQHQQFLEKHKQQFQQQQL.... The pIC50 is 7.2. (2) The drug is Nc1c(S(=O)(=O)[O-])cc(Nc2ccc(Nc3nc(Cl)nc(Nc4ccccc4S(=O)(=O)[O-])n3)c(S(=O)(=O)[O-])c2)c2c1C(=O)c1ccccc1C2=O. The target protein (P51577) has sequence MAGCCSVLGSFLFEYDTPRIVLIRSRKVGLMNRAVQLLILAYVIGWVFVWEKGYQETDSVVSSVTTKAKGVAVTNTSQLGFRIWDVADYVIPAQEENSLFIMTNMIVTVNQTQSTCPEIPDKTSICNSDADCTPGSVDTHSSGVATGRCVPFNESVKTCEVAAWCPVENDVGVPTPAFLKAAENFTLLVKNNIWYPKFNFSKRNILPNITTSYLKSCIYNAQTDPFCPIFRLGTIVEDAGHSFQEMAVEGGIMGIQIKWDCNLDRAASLCLPRYSFRRLDTRDLEHNVSPGYNFRFAKYYRDLAGKEQRTLTKAYGIRFDIIVFGKAGKFDIIPTMINVGSGLALLGVATVLCDVIVLYCMKKKYYYRDKKYKYVEDYEQGLSGEMNQ. The pIC50 is 4.4. (3) The drug is CC(C)C(C(=O)O)N1C(=O)/C(=C/C=C/c2ccco2)SC1=S. The target protein (P42639) has sequence MDAIKKKMQMLKLDKENALDRAEQAEADKKAAEDRSKRLEDELVSLQKKLKATEDELDKYSEAPKDAQEKLELAEKKATDAEADVASLNRRIQLVEEELDRAQERLATALQKLEEAEKAADESERGMKVIESRAQKDEEKMEIQEIQLKEAKHIAEDADRKYEEVARKLVIIESDLERAEERAELSEGKCAELEEELKTVTNNLKSLEAQAEKYSQKEDKYEEEIKVLSDKLKEAETRAEFAERSVTKLEKSIDDLEDELYAQKLKYKAISEELDHALNDMTSI. The pIC50 is 4.7. (4) The drug is CC(C)C[C@@H]1NC(=O)[C@H](CCCNC(N)=O)NC(=O)[C@H](CCCCN)NC(=O)[C@H](CC(=O)O)NC(=O)[C@H](CCCCN)NC(=O)C[C@H](CO)NC1=O. The target protein (P78325) has sequence MRGLGLWLLGAMMLPAIAPSRPWALMEQYEVVLPWRLPGPRVRRALPSHLGLHPERVSYVLGATGHNFTLHLRKNRDLLGSGYTETYTAANGSEVTEQPRGQDHCFYQGHVEGYPDSAASLSTCAGLRGFFQVGSDLHLIEPLDEGGEGGRHAVYQAEHLLQTAGTCGVSDDSLGSLLGPRTAAVFRPRPGDSLPSRETRYVELYVVVDNAEFQMLGSEAAVRHRVLEVVNHVDKLYQKLNFRVVLVGLEIWNSQDRFHVSPDPSVTLENLLTWQARQRTRRHLHDNVQLITGVDFTGTTVGFARVSAMCSHSSGAVNQDHSKNPVGVACTMAHEMGHNLGMDHDENVQGCRCQERFEAGRCIMAGSIGSSFPRMFSDCSQAYLESFLERPQSVCLANAPDLSHLVGGPVCGNLFVERGEQCDCGPPEDCRNRCCNSTTCQLAEGAQCAHGTCCQECKVKPAGELCRPKKDMCDLEEFCDGRHPECPEDAFQENGTPCSG.... The pIC50 is 6.7.